From a dataset of Forward reaction prediction with 1.9M reactions from USPTO patents (1976-2016). Predict the product of the given reaction. (1) Given the reactants C1(C)C=CC(S([O:10][CH2:11][CH2:12][CH2:13][CH:14]=[C:15]([CH3:32])[CH2:16][CH2:17][CH:18]=[C:19]([CH3:31])[CH2:20][CH2:21][CH:22]=[C:23]([CH3:30])[CH2:24][CH2:25][CH:26]=[C:27]([CH3:29])[CH3:28])(=O)=O)=CC=1.[OH:34][CH2:35][CH:36]([CH2:38]O)[OH:37], predict the reaction product. The product is: [CH3:32][C:15]([CH2:16][CH2:17][CH:18]=[C:19]([CH3:31])[CH2:20][CH2:21][CH:22]=[C:23]([CH3:30])[CH2:24][CH2:25][CH:26]=[C:27]([CH3:28])[CH3:29])=[CH:14][CH2:13][CH2:12][CH2:11][O:10][CH2:38][CH:36]([CH2:35][OH:34])[OH:37]. (2) Given the reactants [C:1]([N:5]1[C:9](=[O:10])[C:8](Cl)=[C:7]([C:12]2[CH:17]=[CH:16][CH:15]=[CH:14][CH:13]=2)[S:6]1(=[O:19])=[O:18])([CH3:4])([CH3:3])[CH3:2].Br.[Br:21][CH2:22][CH2:23][CH2:24][NH2:25], predict the reaction product. The product is: [Br:21][CH2:22][CH2:23][CH2:24][NH:25][C:8]1[C:9](=[O:10])[N:5]([C:1]([CH3:4])([CH3:3])[CH3:2])[S:6](=[O:19])(=[O:18])[C:7]=1[C:12]1[CH:17]=[CH:16][CH:15]=[CH:14][CH:13]=1.